Dataset: Full USPTO retrosynthesis dataset with 1.9M reactions from patents (1976-2016). Task: Predict the reactants needed to synthesize the given product. (1) Given the product [CH:2]1([N+:8]([O-:9])=[CH:21][C:20]2[CH:23]=[CH:24][CH:25]=[CH:26][C:19]=2[S:16]([N:10]2[CH2:15][CH2:14][CH2:13][CH2:12][CH2:11]2)(=[O:17])=[O:18])[CH2:7][CH2:6][CH2:5][CH2:4][CH2:3]1, predict the reactants needed to synthesize it. The reactants are: Cl.[CH:2]1([NH:8][OH:9])[CH2:7][CH2:6][CH2:5][CH2:4][CH2:3]1.[N:10]1([S:16]([C:19]2[CH:26]=[CH:25][CH:24]=[CH:23][C:20]=2[CH:21]=O)(=[O:18])=[O:17])[CH2:15][CH2:14][CH2:13][CH2:12][CH2:11]1. (2) Given the product [Cl:36][C:37]1[CH:42]=[C:41]([NH:43][C:9]([N:11]2[C@@H:12]([CH3:35])[C:13](=[O:34])[N:14]([CH2:20][CH2:21][CH2:22][C:23]([N:25]3[CH2:32][CH2:31][C:28]4([CH2:30][CH2:29]4)[C@H:27]([OH:33])[CH2:26]3)=[O:24])[C@@H:15]([C:17]([NH2:18])=[O:19])[CH2:16]2)=[O:8])[CH:40]=[CH:39][C:38]=1[C:46]([F:48])([F:49])[F:47], predict the reactants needed to synthesize it. The reactants are: C([O:8][C:9]([N:11]1[CH2:16][C@H:15]([C:17](=[O:19])[NH2:18])[N:14]([CH2:20][CH2:21][CH2:22][C:23]([N:25]2[CH2:32][CH2:31][C:28]3([CH2:30][CH2:29]3)[C@H:27]([OH:33])[CH2:26]2)=[O:24])[C:13](=[O:34])[C@@H:12]1[CH3:35])=O)C1C=CC=CC=1.[Cl:36][C:37]1[CH:42]=[C:41]([N:43]=C=O)[CH:40]=[CH:39][C:38]=1[C:46]([F:49])([F:48])[F:47]. (3) Given the product [CH3:7][S:8]([C:9]1[CH:10]=[CH:11][C:12]([CH2:15][O:16][CH2:17][C@H:18]2[CH2:20][C@@H:19]2[CH:21]2[CH2:22][CH2:23][N:24]([C:27]([O:29][C:30]([CH3:33])([CH3:32])[CH3:31])=[O:28])[CH2:25][CH2:26]2)=[N:13][CH:14]=1)(=[O:1])=[O:34], predict the reactants needed to synthesize it. The reactants are: [OH:1]OS([O-])=O.[K+].[CH3:7][S:8][C:9]1[CH:10]=[CH:11][C:12]([CH2:15][O:16][CH2:17][C@H:18]2[CH2:20][C@@H:19]2[CH:21]2[CH2:26][CH2:25][N:24]([C:27]([O:29][C:30]([CH3:33])([CH3:32])[CH3:31])=[O:28])[CH2:23][CH2:22]2)=[N:13][CH:14]=1.[OH2:34]. (4) Given the product [CH2:1]([O:3][C:4]1[CH:13]=[CH:12][CH:11]=[C:10]2[C:5]=1[CH:6]=[C:7]([CH2:14][OH:15])[CH:8]=[N:9]2)[CH3:2], predict the reactants needed to synthesize it. The reactants are: [CH2:1]([O:3][C:4]1[CH:13]=[CH:12][CH:11]=[C:10]2[C:5]=1[CH:6]=[C:7]([CH:14]=[O:15])[CH:8]=[N:9]2)[CH3:2].[BH4-].[Na+]. (5) Given the product [CH3:11][C:12]1[CH:20]=[CH:19][C:15]([C:16]([O:8][C@H:7]2[CH2:6][CH:5]([O:9][CH3:10])[O:4][C@@H:3]2[CH2:2][O:1][C:16](=[O:17])[C:15]2[CH:19]=[CH:20][C:12]([CH3:11])=[CH:13][CH:14]=2)=[O:17])=[CH:14][CH:13]=1, predict the reactants needed to synthesize it. The reactants are: [OH:1][CH2:2][C@@H:3]1[C@@H:7]([OH:8])[CH2:6][CH:5]([O:9][CH3:10])[O:4]1.[CH3:11][C:12]1[CH:20]=[CH:19][C:15]([C:16](Cl)=[O:17])=[CH:14][CH:13]=1. (6) The reactants are: [Br:1][C:2]1[CH:3]=[C:4]([CH:8]=[O:9])[S:5][C:6]=1[Cl:7].C1(C)C=CC=CC=1.[CH2:17](O)[CH2:18][OH:19]. Given the product [Br:1][C:2]1[CH:3]=[C:4]([CH:8]2[O:19][CH2:18][CH2:17][O:9]2)[S:5][C:6]=1[Cl:7], predict the reactants needed to synthesize it. (7) Given the product [CH:64]1([C:20]2[CH:21]=[CH:22][C:23]([C@H:25]3[C@H:30]([OH:31])[C@@H:29]([OH:39])[C@H:28]([OH:47])[C@@H:27]([CH2:55][OH:56])[O:26]3)=[CH:24][C:19]=2[CH2:18][C:15]2[CH:16]=[CH:17][C:12]3[O:11][CH2:10][CH2:9][NH:8][C:13]=3[CH:14]=2)[CH2:66][CH2:65]1, predict the reactants needed to synthesize it. The reactants are: C([N:8]1[C:13]2[CH:14]=[C:15]([CH2:18][C:19]3[CH:24]=[C:23]([C@H:25]4[C@H:30]([O:31]CC5C=CC=CC=5)[C@@H:29]([O:39]CC5C=CC=CC=5)[C@H:28]([O:47]CC5C=CC=CC=5)[C@@H:27]([CH2:55][O:56]CC5C=CC=CC=5)[O:26]4)[CH:22]=[CH:21][C:20]=3[CH:64]3[CH2:66][CH2:65]3)[CH:16]=[CH:17][C:12]=2[O:11][CH2:10][CH2:9]1)C1C=CC=CC=1.Cl.CO. (8) Given the product [C:22]([O:26][C:27](=[O:28])[NH:29][C@H:30]([C:31](=[O:32])[NH:1][C:2]1[CH:3]=[C:4]2[C:20](=[O:21])[NH:19][N:18]=[CH:17][C:6]3=[C:7]([C:11]4[CH:12]=[CH:13][CH:14]=[CH:15][CH:16]=4)[NH:8][C:9]([CH:10]=1)=[C:5]23)[CH2:34][CH2:35][C:36]1[CH:41]=[CH:40][CH:39]=[CH:38][CH:37]=1)([CH3:25])([CH3:23])[CH3:24], predict the reactants needed to synthesize it. The reactants are: [NH2:1][C:2]1[CH:3]=[C:4]2[C:20](=[O:21])[NH:19][N:18]=[CH:17][C:6]3=[C:7]([C:11]4[CH:16]=[CH:15][CH:14]=[CH:13][CH:12]=4)[NH:8][C:9]([CH:10]=1)=[C:5]23.[C:22]([O:26][C:27]([NH:29][C@@H:30]([CH2:34][CH2:35][C:36]1[CH:41]=[CH:40][CH:39]=[CH:38][CH:37]=1)[C:31](O)=[O:32])=[O:28])([CH3:25])([CH3:24])[CH3:23].C(N(CC)CC)C.F[P-](F)(F)(F)(F)F.N1(OC(N(C)C)=[N+](C)C)C2N=CC=CC=2N=N1.